Dataset: Full USPTO retrosynthesis dataset with 1.9M reactions from patents (1976-2016). Task: Predict the reactants needed to synthesize the given product. (1) Given the product [F:3][C:4]1[CH:5]=[C:6]([CH2:7][OH:8])[CH:9]=[CH:10][C:11]=1[O:12][C:13]1[CH:18]=[CH:17][N:16]=[C:15]([C:19]([F:20])([F:21])[F:22])[CH:14]=1, predict the reactants needed to synthesize it. The reactants are: [BH4-].[Na+].[F:3][C:4]1[CH:5]=[C:6]([CH:9]=[CH:10][C:11]=1[O:12][C:13]1[CH:18]=[CH:17][N:16]=[C:15]([C:19]([F:22])([F:21])[F:20])[CH:14]=1)[CH:7]=[O:8]. (2) Given the product [CH3:1][O:2][CH2:3][CH2:4][O:5][C:6]1[N:7]=[CH:8][C:9]([CH2:10][OH:11])=[CH:13][CH:14]=1, predict the reactants needed to synthesize it. The reactants are: [CH3:1][O:2][CH2:3][CH2:4][O:5][C:6]1[CH:14]=[CH:13][C:9]([C:10](O)=[O:11])=[CH:8][N:7]=1.B. (3) The reactants are: [C:1]([O:5][C:6](=[O:18])[NH:7][C@H:8]1[CH2:13][CH2:12][C@H:11]([NH:14][C:15]([NH2:17])=[S:16])[CH2:10][CH2:9]1)([CH3:4])([CH3:3])[CH3:2].[CH3:19]I. Given the product [C:1]([O:5][C:6](=[O:18])[NH:7][C@H:8]1[CH2:13][CH2:12][C@H:11]([NH:14][C:15](=[NH:17])[S:16][CH3:19])[CH2:10][CH2:9]1)([CH3:4])([CH3:2])[CH3:3], predict the reactants needed to synthesize it. (4) The reactants are: [C:1]([C:4]1[CH:16]=[CH:15][C:7](/[CH:8]=[N+:9](\[O-:14])/[C:10]([CH3:13])([CH3:12])[CH3:11])=[CH:6][CH:5]=1)([OH:3])=O.Cl.C[O:19][C:20](=[O:23])[CH2:21][NH2:22].CCN=C=NCCCN(C)C.ON1C2C=CC=CC=2N=N1.CCN(C(C)C)C(C)C. Given the product [C:20]([CH2:21][NH:22][C:1]([C:4]1[CH:16]=[CH:15][C:7](/[CH:8]=[N+:9](\[O-:14])/[C:10]([CH3:13])([CH3:12])[CH3:11])=[CH:6][CH:5]=1)=[O:3])([OH:23])=[O:19], predict the reactants needed to synthesize it.